From a dataset of Full USPTO retrosynthesis dataset with 1.9M reactions from patents (1976-2016). Predict the reactants needed to synthesize the given product. (1) Given the product [CH3:43][O:42][C:41](=[O:45])[NH:1][C:2]1[CH:3]=[C:4]([C:5](=[O:6])[NH:7][C:8]2[C:13]([CH3:14])=[CH:12][C:11]([C:15]([F:24])([C:20]([F:21])([F:22])[F:23])[C:16]([F:18])([F:19])[F:17])=[CH:10][C:9]=2[CH2:25][CH3:26])[CH:27]=[CH:28][C:29]=1[N:30]1[CH:34]=[N:33][CH:32]=[N:31]1, predict the reactants needed to synthesize it. The reactants are: [NH2:1][C:2]1[CH:3]=[C:4]([CH:27]=[CH:28][C:29]=1[N:30]1[CH:34]=[N:33][CH:32]=[N:31]1)[C:5]([NH:7][C:8]1[C:13]([CH3:14])=[CH:12][C:11]([C:15]([F:24])([C:20]([F:23])([F:22])[F:21])[C:16]([F:19])([F:18])[F:17])=[CH:10][C:9]=1[CH2:25][CH3:26])=[O:6].N1C=CC=CC=1.[C:41](Cl)(=[O:45])[O:42][CH2:43]C. (2) Given the product [CH3:2][C:3]1[N:4]=[C:5]([C@H:8]([NH:10][C:11](=[O:17])[O:12][C:13]([CH3:16])([CH3:15])[CH3:14])[CH3:9])[O:6][CH:7]=1, predict the reactants needed to synthesize it. The reactants are: I[CH2:2][C:3]1[N:4]=[C:5]([C@H:8]([NH:10][C:11](=[O:17])[O:12][C:13]([CH3:16])([CH3:15])[CH3:14])[CH3:9])[O:6][CH:7]=1.[BH3-]C#N.[Na+].